Dataset: Forward reaction prediction with 1.9M reactions from USPTO patents (1976-2016). Task: Predict the product of the given reaction. (1) The product is: [Br-:13].[OH:16][CH2:15][CH2:14][N+:5]1[CH:6]=[CH:7][N:3]([CH:1]=[CH2:2])[CH:4]=1. Given the reactants [CH:1]([N:3]1[CH:7]=[CH:6][N:5]=[CH:4]1)=[CH2:2].[NH+]1C=CNC=1.[Br:13][CH2:14][CH2:15][OH:16], predict the reaction product. (2) Given the reactants Br[C:2]1[CH:7]=[CH:6][C:5]([C:8]2[C:14]3[CH:15]=[C:16]([O:21][CH3:22])[C:17]([O:19][CH3:20])=[CH:18][C:13]=3[CH2:12][CH:11]([CH3:23])[N:10]([C:24]([NH:26][CH3:27])=[O:25])[N:9]=2)=[CH:4][CH:3]=1.[S:28]1(=[O:34])(=[O:33])[CH2:32][CH2:31][CH2:30][NH:29]1.C(=O)([O-])[O-].[K+].[K+].C(P(C(C)(C)C)C1C=CC=CC=1C1C(C(C)C)=CC(C(C)C)=CC=1C(C)C)(C)(C)C, predict the reaction product. The product is: [O:33]=[S:28]1(=[O:34])[CH2:32][CH2:31][CH2:30][N:29]1[C:2]1[CH:7]=[CH:6][C:5]([C:8]2[C:14]3[CH:15]=[C:16]([O:21][CH3:22])[C:17]([O:19][CH3:20])=[CH:18][C:13]=3[CH2:12][CH:11]([CH3:23])[N:10]([C:24]([NH:26][CH3:27])=[O:25])[N:9]=2)=[CH:4][CH:3]=1. (3) The product is: [CH3:1][C:2]1[CH:7]=[CH:6][CH:5]=[CH:4][C:3]=1[NH:8][C:9]1[N:14]2[N:15]=[CH:16][C:17]([C:18]([NH:42][S:39]([CH2:37][CH3:38])(=[O:41])=[O:40])=[O:19])=[C:13]2[N:12]=[CH:11][C:10]=1[C:21]([N:23]1[CH2:28][CH2:27][C:26]2([C:36]3[CH:35]=[CH:34][CH:33]=[CH:32][C:31]=3[O:30][CH2:29]2)[CH2:25][CH2:24]1)=[O:22]. Given the reactants [CH3:1][C:2]1[CH:7]=[CH:6][CH:5]=[CH:4][C:3]=1[NH:8][C:9]1[N:14]2[N:15]=[CH:16][C:17]([C:18](O)=[O:19])=[C:13]2[N:12]=[CH:11][C:10]=1[C:21]([N:23]1[CH2:28][CH2:27][C:26]2([C:32]3[CH:33]=[CH:34][CH:35]=[CH:36][C:31]=3[O:30][CH2:29]2)[CH2:25][CH2:24]1)=[O:22].[CH2:37]([S:39]([NH2:42])(=[O:41])=[O:40])[CH3:38], predict the reaction product. (4) Given the reactants [CH2:1]([O:3][C:4](=[O:19])[CH2:5][CH2:6][N:7]1[C:16]2[C:11](=[CH:12][C:13]([OH:17])=[CH:14][CH:15]=2)[CH2:10][CH2:9][C:8]1=[O:18])[CH3:2].C([O-])([O-])=O.[Cs+].[Cs+].[CH3:26][O:27][C:28]1[CH:35]=[CH:34][C:31]([CH2:32]Cl)=[CH:30][CH:29]=1, predict the reaction product. The product is: [CH2:1]([O:3][C:4](=[O:19])[CH2:5][CH2:6][N:7]1[C:16]2[C:11](=[CH:12][C:13]([O:17][CH2:32][C:31]3[CH:34]=[CH:35][C:28]([O:27][CH3:26])=[CH:29][CH:30]=3)=[CH:14][CH:15]=2)[CH2:10][CH2:9][C:8]1=[O:18])[CH3:2]. (5) The product is: [CH:1]1([CH2:4][O:5][C:6]2[N:11]=[C:10]([C:12]([N:23]3[C:22]([CH3:27])([CH3:21])[CH2:26][O:25][CH2:24]3)=[O:14])[CH:9]=[CH:8][C:7]=2[N:15]2[CH2:18][C:17]([F:20])([F:19])[CH2:16]2)[CH2:2][CH2:3]1. Given the reactants [CH:1]1([CH2:4][O:5][C:6]2[N:11]=[C:10]([C:12]([OH:14])=O)[CH:9]=[CH:8][C:7]=2[N:15]2[CH2:18][C:17]([F:20])([F:19])[CH2:16]2)[CH2:3][CH2:2]1.[CH3:21][C:22]1([CH3:27])[CH2:26][O:25][CH2:24][NH:23]1.CN(C(ON1N=NC2C=CC=CC1=2)=[N+](C)C)C.[B-](F)(F)(F)F.CCN(C(C)C)C(C)C, predict the reaction product. (6) Given the reactants Cl.[NH2:2]O.O/[CH:5]=[C:6]1/[CH2:7][C:8]2([C:23]3[CH:28]=[CH:27][CH:26]=[CH:25][CH:24]=3)[C:17]3[N:16]=[C:15]([CH3:18])[N:14]=[CH:13][C:12]=3[CH2:11][CH2:10][CH:9]2[CH:19]([CH3:22])[C:20]/1=[O:21], predict the reaction product. The product is: [CH3:18][C:15]1[N:14]=[CH:13][C:12]2[CH2:11][CH2:10][CH:9]3[CH:19]([CH3:22])[C:20]4[O:21][N:2]=[CH:5][C:6]=4[CH2:7][C:8]3([C:23]3[CH:24]=[CH:25][CH:26]=[CH:27][CH:28]=3)[C:17]=2[N:16]=1.